Dataset: NCI-60 drug combinations with 297,098 pairs across 59 cell lines. Task: Regression. Given two drug SMILES strings and cell line genomic features, predict the synergy score measuring deviation from expected non-interaction effect. (1) Drug 1: CC1=C(C(CCC1)(C)C)C=CC(=CC=CC(=CC(=O)O)C)C. Drug 2: CC(C)(C#N)C1=CC(=CC(=C1)CN2C=NC=N2)C(C)(C)C#N. Cell line: SF-295. Synergy scores: CSS=0.0945, Synergy_ZIP=5.25, Synergy_Bliss=9.98, Synergy_Loewe=-1.02, Synergy_HSA=1.88. (2) Drug 1: CC1=C2C(C(=O)C3(C(CC4C(C3C(C(C2(C)C)(CC1OC(=O)C(C(C5=CC=CC=C5)NC(=O)OC(C)(C)C)O)O)OC(=O)C6=CC=CC=C6)(CO4)OC(=O)C)OC)C)OC. Drug 2: CC1CCC2CC(C(=CC=CC=CC(CC(C(=O)C(C(C(=CC(C(=O)CC(OC(=O)C3CCCCN3C(=O)C(=O)C1(O2)O)C(C)CC4CCC(C(C4)OC)OCCO)C)C)O)OC)C)C)C)OC. Cell line: NCI-H522. Synergy scores: CSS=47.4, Synergy_ZIP=-2.73, Synergy_Bliss=-3.48, Synergy_Loewe=-10.8, Synergy_HSA=0.931. (3) Drug 1: C1CCN(CC1)CCOC2=CC=C(C=C2)C(=O)C3=C(SC4=C3C=CC(=C4)O)C5=CC=C(C=C5)O. Drug 2: CS(=O)(=O)C1=CC(=C(C=C1)C(=O)NC2=CC(=C(C=C2)Cl)C3=CC=CC=N3)Cl. Cell line: SK-MEL-5. Synergy scores: CSS=-8.32, Synergy_ZIP=5.59, Synergy_Bliss=2.24, Synergy_Loewe=-7.95, Synergy_HSA=-6.78. (4) Drug 2: CCCCC(=O)OCC(=O)C1(CC(C2=C(C1)C(=C3C(=C2O)C(=O)C4=C(C3=O)C=CC=C4OC)O)OC5CC(C(C(O5)C)O)NC(=O)C(F)(F)F)O. Cell line: SR. Synergy scores: CSS=12.1, Synergy_ZIP=-6.77, Synergy_Bliss=-6.79, Synergy_Loewe=-14.5, Synergy_HSA=-5.02. Drug 1: COC1=C(C=C2C(=C1)N=CN=C2NC3=CC(=C(C=C3)F)Cl)OCCCN4CCOCC4. (5) Drug 1: CC(C1=C(C=CC(=C1Cl)F)Cl)OC2=C(N=CC(=C2)C3=CN(N=C3)C4CCNCC4)N. Drug 2: CS(=O)(=O)OCCCCOS(=O)(=O)C. Cell line: HCT116. Synergy scores: CSS=27.1, Synergy_ZIP=-2.15, Synergy_Bliss=0.728, Synergy_Loewe=-12.4, Synergy_HSA=2.33. (6) Drug 2: C#CCC(CC1=CN=C2C(=N1)C(=NC(=N2)N)N)C3=CC=C(C=C3)C(=O)NC(CCC(=O)O)C(=O)O. Drug 1: CC1=C(C(CCC1)(C)C)C=CC(=CC=CC(=CC(=O)O)C)C. Cell line: HCT116. Synergy scores: CSS=71.9, Synergy_ZIP=19.5, Synergy_Bliss=-0.338, Synergy_Loewe=79.5, Synergy_HSA=-0.401. (7) Drug 1: C1=CC(=CC=C1CC(C(=O)O)N)N(CCCl)CCCl.Cl. Drug 2: CC1CCC2CC(C(=CC=CC=CC(CC(C(=O)C(C(C(=CC(C(=O)CC(OC(=O)C3CCCCN3C(=O)C(=O)C1(O2)O)C(C)CC4CCC(C(C4)OC)O)C)C)O)OC)C)C)C)OC. Cell line: NCI-H226. Synergy scores: CSS=2.90, Synergy_ZIP=-5.09, Synergy_Bliss=-5.33, Synergy_Loewe=-28.2, Synergy_HSA=-4.86.